Dataset: Full USPTO retrosynthesis dataset with 1.9M reactions from patents (1976-2016). Task: Predict the reactants needed to synthesize the given product. (1) Given the product [CH3:7][O:8][C:9]1[CH:14]=[CH:13][C:12]([CH:17]([CH3:18])[C:16]([C:20]2[CH:25]=[CH:24][CH:23]=[CH:22][CH:21]=2)=[O:19])=[CH:11][CH:10]=1, predict the reactants needed to synthesize it. The reactants are: C(O[Na])(C)(C)C.[CH3:7][O:8][C:9]1[CH:14]=[CH:13][C:12](Cl)=[CH:11][CH:10]=1.[C:16]([C:20]1[CH:25]=[CH:24][CH:23]=[CH:22][CH:21]=1)(=[O:19])[CH2:17][CH3:18]. (2) Given the product [NH2:33][C:28]([N:15]1[CH:16]=[C:5]2[C:6]([C@@H:7]([C:10]([O:12][CH3:13])=[O:11])[N:8]3[CH2:9][C@H:4]2[N:3]([O:17][CH2:18][C:19]2[CH:24]=[CH:23][CH:22]=[CH:21][CH:20]=2)[C:2]3=[O:1])=[N:14]1)=[O:27], predict the reactants needed to synthesize it. The reactants are: [O:1]=[C:2]1[N:8]2[CH2:9][C@H:4]([C:5]3[CH:16]=[N:15][NH:14][C:6]=3[C@H:7]2[C:10]([O:12][CH3:13])=[O:11])[N:3]1[O:17][CH2:18][C:19]1[CH:24]=[CH:23][CH:22]=[CH:21][CH:20]=1.O=C(Cl)[O:27][C:28](Cl)(Cl)Cl.[NH3:33]. (3) Given the product [CH2:9]([O:8][C:7]1[CH:6]=[CH:5][C:4]([CH2:16][C:17]([NH:19][C:20]2[CH:25]=[CH:24][CH:23]=[C:22]([CH:26]3[CH2:31][CH2:30][CH2:29][CH2:28][CH2:27]3)[CH:21]=2)=[O:18])=[CH:3][C:2]=1[NH:1][S:33]([CH3:32])(=[O:35])=[O:34])[C:10]1[CH:11]=[CH:12][CH:13]=[CH:14][CH:15]=1, predict the reactants needed to synthesize it. The reactants are: [NH2:1][C:2]1[CH:3]=[C:4]([CH2:16][C:17]([NH:19][C:20]2[CH:25]=[CH:24][CH:23]=[C:22]([CH:26]3[CH2:31][CH2:30][CH2:29][CH2:28][CH2:27]3)[CH:21]=2)=[O:18])[CH:5]=[CH:6][C:7]=1[O:8][CH2:9][C:10]1[CH:15]=[CH:14][CH:13]=[CH:12][CH:11]=1.[CH3:32][S:33](Cl)(=[O:35])=[O:34].O. (4) Given the product [Cl:1][C:2]1[CH:3]=[CH:4][C:5]([OH:11])=[C:6]([CH:10]=1)[C:7]([NH:22][C:12]1[C:21]2[C:16](=[CH:17][CH:18]=[CH:19][CH:20]=2)[CH:15]=[CH:14][CH:13]=1)=[O:9], predict the reactants needed to synthesize it. The reactants are: [Cl:1][C:2]1[CH:10]=[C:6]([C:7]([OH:9])=O)[C:5]([OH:11])=[CH:4][CH:3]=1.[C:12]1([NH2:22])[C:21]2[C:16](=[CH:17][CH:18]=[CH:19][CH:20]=2)[CH:15]=[CH:14][CH:13]=1. (5) Given the product [Br:1][C:2]1[CH:3]=[CH:4][C:5]([N:8]([CH2:13][C:14]([OH:16])=[O:15])[S:9]([CH3:12])(=[O:10])=[O:11])=[CH:6][CH:7]=1, predict the reactants needed to synthesize it. The reactants are: [Br:1][C:2]1[CH:7]=[CH:6][C:5]([N:8]([CH2:13][C:14]([O:16]C(C)(C)C)=[O:15])[S:9]([CH3:12])(=[O:11])=[O:10])=[CH:4][CH:3]=1. (6) Given the product [C:8]([C:10]1[CH:23]=[CH:22][CH:21]=[CH:20][C:11]=1[C:12]([N:14]1[CH2:15][CH2:16][N:17]([C:25]2[N:30]=[C:29]([O:31][CH3:32])[CH:28]=[CH:27][N:26]=2)[CH2:18][CH2:19]1)=[O:13])#[N:9], predict the reactants needed to synthesize it. The reactants are: FC(F)(F)C(O)=O.[C:8]([C:10]1[CH:23]=[CH:22][CH:21]=[CH:20][C:11]=1[C:12]([N:14]1[CH2:19][CH2:18][NH:17][CH2:16][CH2:15]1)=[O:13])#[N:9].Cl[C:25]1[N:30]=[C:29]([O:31][CH3:32])[CH:28]=[CH:27][N:26]=1.C(=O)([O-])[O-].[K+].[K+].O. (7) Given the product [NH:16]1[CH2:17][CH:14]([N:13]([CH3:25])[C:7]2[CH:6]=[CH:5][C:4]([C:1]([NH2:2])=[O:3])=[C:12]3[C:8]=2[CH:9]=[CH:10][NH:11]3)[CH2:15]1, predict the reactants needed to synthesize it. The reactants are: [C:1]([C:4]1[CH:5]=[CH:6][C:7]([N:13]([CH3:25])[CH:14]2[CH2:17][N:16](C(OC(C)(C)C)=O)[CH2:15]2)=[C:8]2[C:12]=1[NH:11][CH:10]=[CH:9]2)(=[O:3])[NH2:2].Cl.